Dataset: Full USPTO retrosynthesis dataset with 1.9M reactions from patents (1976-2016). Task: Predict the reactants needed to synthesize the given product. (1) Given the product [OH:24][C:7]([C:5]1[S:1][C:2]([C:17]([C:16]2[CH:19]=[CH:20][C:13]([S:12][CH3:11])=[CH:14][CH:15]=2)=[O:18])=[N:3][CH:4]=1)([CH3:8])[CH3:6], predict the reactants needed to synthesize it. The reactants are: [S:1]1[CH:5]=[CH:4][N:3]=[CH:2]1.[CH2:6]([Li])[CH2:7][CH2:8]C.[CH3:11][S:12][C:13]1[CH:20]=[CH:19][C:16]([CH:17]=[O:18])=[CH:15][CH:14]=1.C1C[O:24]CC1. (2) Given the product [C:1]([C:3]1[CH:4]=[C:5]([N:10]([CH2:15][C:16]2[CH:21]=[CH:20][C:19]([C:27]3[C:26]([CH3:32])=[N:25][N:24]([CH3:23])[CH:28]=3)=[CH:18][CH:17]=2)[C:11](=[O:14])[CH2:12][CH3:13])[CH:6]=[C:7]([F:9])[CH:8]=1)#[N:2], predict the reactants needed to synthesize it. The reactants are: [C:1]([C:3]1[CH:4]=[C:5]([N:10]([CH2:15][C:16]2[CH:21]=[CH:20][C:19](I)=[CH:18][CH:17]=2)[C:11](=[O:14])[CH2:12][CH3:13])[CH:6]=[C:7]([F:9])[CH:8]=1)#[N:2].[CH3:23][N:24]1[CH:28]=[C:27](B(O)O)[C:26]([CH3:32])=[N:25]1. (3) Given the product [Cl:1][C:2]1[CH:7]=[CH:6][C:5]([S:8]([N:11]2[C:12]3[CH:17]=[CH:16][CH:15]=[CH:14][C:13]=3[C:20]3[NH:85][N:84]=[CH:88][C:19]=3[CH:18]2[CH2:23][CH3:24])(=[O:10])=[O:9])=[CH:4][CH:3]=1, predict the reactants needed to synthesize it. The reactants are: [Cl:1][C:2]1[CH:7]=[CH:6][C:5]([S:8]([N:11]([CH:18]([CH2:23][CH3:24])[CH2:19][C:20](O)=O)[C:12]2[CH:17]=[CH:16][CH:15]=[CH:14][CH:13]=2)(=[O:10])=[O:9])=[CH:4][CH:3]=1.ClC1C=CC(S(N(C(C)CC(OC(C)(C)C)=O)C2C=CC=CC=2)(=O)=O)=CC=1.O=C(CC)CC(OC)=O.[OH-].[Na+].CC1CC(=O)C2C(=CC=CC=2)N1S(C1C=CC=CN=1)(=O)=O.[NH:84]1[CH:88]=CC=[N:85]1. (4) Given the product [C:11]1([NH:10][NH:9][C:7](=[O:8])[C:6]2[CH:5]=[CH:4][C:3]([CH2:2][NH:1][CH2:25][C:23]3[CH:24]=[CH:19][CH:20]=[CH:21][N:22]=3)=[CH:18][CH:17]=2)[CH:16]=[CH:15][CH:14]=[CH:13][CH:12]=1, predict the reactants needed to synthesize it. The reactants are: [NH2:1][CH2:2][C:3]1[CH:18]=[CH:17][C:6]([C:7]([NH:9][NH:10][C:11]2[CH:16]=[CH:15][CH:14]=[CH:13][CH:12]=2)=[O:8])=[CH:5][CH:4]=1.[CH:19]1[CH:24]=[C:23]([CH:25]=O)[N:22]=[CH:21][CH:20]=1.[BH4-].[Na+].C(=O)(O)[O-].[Na+]. (5) Given the product [C:19]([N:8]1[C:9]2[C:5](=[CH:4][C:3]([C:1]#[N:2])=[CH:11][CH:10]=2)[CH:6]=[CH:7]1)(=[O:26])[C:20]1[CH:25]=[CH:24][CH:23]=[CH:22][CH:21]=1, predict the reactants needed to synthesize it. The reactants are: [C:1]([C:3]1[CH:4]=[C:5]2[C:9](=[CH:10][CH:11]=1)[NH:8][CH:7]=[CH:6]2)#[N:2].C(N(CC)CC)C.[C:19](Cl)(=[O:26])[C:20]1[CH:25]=[CH:24][CH:23]=[CH:22][CH:21]=1. (6) Given the product [Cl:19][C:20]1[N:21]=[CH:22][CH:23]=[CH:24][C:25]=1[CH:29]=[O:30], predict the reactants needed to synthesize it. The reactants are: C(NC(C)C)(C)C.[Li]CCCC.CCCCCC.[Cl:19][C:20]1[CH:25]=[CH:24][CH:23]=[CH:22][N:21]=1.CN([CH:29]=[O:30])C. (7) Given the product [NH2:7][C@@:11]1([C:10]([OH:9])=[O:21])[C@@H:16]([F:17])[CH2:15][C@@H:14]2[C@H:12]1[C@H:13]2[C:18]([O:20][CH2:23][C:24]1[O:25][C:26](=[O:30])[O:27][C:28]=1[CH3:29])=[O:19], predict the reactants needed to synthesize it. The reactants are: C(OC([N:7]1[C@:11]2([C@@H:16]([F:17])[CH2:15][C@@H:14]3[C@H:12]2[C@H:13]3[C:18]([OH:20])=[O:19])[C:10](=[O:21])[O:9]C1)=O)C=C.Br[CH2:23][C:24]1[O:25][C:26](=[O:30])[O:27][C:28]=1[CH3:29].